From a dataset of Full USPTO retrosynthesis dataset with 1.9M reactions from patents (1976-2016). Predict the reactants needed to synthesize the given product. (1) Given the product [Cl:19][C:20]1[C:25]([CH:42]([C:36]2[CH:35]=[C:34]3[C:39]([CH:40]=[CH:41][C:32]([C:26]4[CH:27]=[CH:28][CH:29]=[CH:30][CH:31]=4)=[N:33]3)=[CH:38][CH:37]=2)[OH:43])=[N:24][CH:23]=[CH:22][N:21]=1, predict the reactants needed to synthesize it. The reactants are: CC1(C)CCCC(C)(C)N1.C(=O)=O.[Li]CCCC.[Cl:19][C:20]1[CH:25]=[N:24][CH:23]=[CH:22][N:21]=1.[C:26]1([C:32]2[CH:41]=[CH:40][C:39]3[C:34](=[CH:35][C:36]([CH:42]=[O:43])=[CH:37][CH:38]=3)[N:33]=2)[CH:31]=[CH:30][CH:29]=[CH:28][CH:27]=1. (2) Given the product [CH2:1]([O:3][CH:4]([O:15][CH2:16][CH3:17])[C:5]1[N:10]=[C:9]([CH3:11])[C:8]([C:12]([Cl:21])=[O:13])=[CH:7][N:6]=1)[CH3:2], predict the reactants needed to synthesize it. The reactants are: [CH2:1]([O:3][CH:4]([O:15][CH2:16][CH3:17])[C:5]1[N:10]=[C:9]([CH3:11])[C:8]([C:12](O)=[O:13])=[CH:7][N:6]=1)[CH3:2].C(Cl)(=O)C([Cl:21])=O.CN(C)C=O.